Dataset: Reaction yield outcomes from USPTO patents with 853,638 reactions. Task: Predict the reaction yield, written as a fraction of the theoretical maximum amount of product (1.0 means a 100% yield; for example, 0.34 means a 34% yield). (1) The reactants are [C:1]([O:5][C:6](=[O:36])[NH:7][C:8]1([C:12]2[CH:17]=[CH:16][C:15]([C:18]3[C:27](=[O:28])[C:26]4[C:21](=[CH:22][CH:23]=[C:24](F)[CH:25]=4)[O:20][C:19]=3[C:30]3[CH:35]=[CH:34][CH:33]=[CH:32][CH:31]=3)=[CH:14][CH:13]=2)[CH2:11][CH2:10][CH2:9]1)([CH3:4])([CH3:3])[CH3:2].IC1C(=O)C2C=CC3C(=[N:54][N:55]([CH3:57])[CH:56]=3)C=2OC=1C1C=CC=CC=1. No catalyst specified. The product is [C:1]([O:5][C:6](=[O:36])[NH:7][C:8]1([C:12]2[CH:17]=[CH:16][C:15]([C:18]3[C:27](=[O:28])[C:26]4[CH:25]=[CH:24][C:23]5[C:22](=[N:54][N:55]([CH3:57])[CH:56]=5)[C:21]=4[O:20][C:19]=3[C:30]3[CH:35]=[CH:34][CH:33]=[CH:32][CH:31]=3)=[CH:14][CH:13]=2)[CH2:11][CH2:10][CH2:9]1)([CH3:4])([CH3:3])[CH3:2]. The yield is 0.920. (2) The reactants are [CH3:1][C:2]1[C:3]([CH:8]2[CH2:13][CH2:12][CH2:11][CH:10]([C:14]3[C:19]([CH3:20])=[CH:18][CH:17]=[CH:16][N:15]=3)[N:9]2[N:21]=O)=[N:4][CH:5]=[CH:6][CH:7]=1.[NH4+].[OH-]. The yield is 0.480. The product is [CH3:1][C:2]1[C:3]([CH:8]2[CH2:13][CH2:12][CH2:11][CH:10]([C:14]3[C:19]([CH3:20])=[CH:18][CH:17]=[CH:16][N:15]=3)[N:9]2[NH2:21])=[N:4][CH:5]=[CH:6][CH:7]=1. The catalyst is CCO.[Zn]. (3) The reactants are [N:1]1[N:10]2[C:4]([CH2:5][O:6][C:7]3[CH:14]=[CH:13][CH:12]=[CH:11][C:8]=3[CH2:9]2)=[CH:3][C:2]=1C=O.[Mg+2].[Br-].[Br-].[N+:20]([C:23]1[CH:41]=[CH:40][C:26]([CH2:27][O:28][C:29]([C:31]2[N:32]3[CH:35]([S:36][CH:37]=2)[CH:34]([Br:38])[C:33]3=[O:39])=[O:30])=[CH:25][CH:24]=1)([O-:22])=[O:21].CCN(CC)CC.[CH3:49][C:50]([O:52][C:53](C)=O)=[O:51]. The catalyst is C(#N)C.C1COCC1.CN(C1C=CN=CC=1)C.CCOC(C)=O. The product is [N+:20]([C:23]1[CH:41]=[CH:40][C:26]([CH2:27][O:28][C:29]([C:31]2[N:32]3[CH:35]([S:36][CH:37]=2)[C:34]([CH:53]([O:52][C:50](=[O:51])[CH3:49])[C:12]2[CH:13]=[CH:14][C:7]4[O:6][CH2:5][C:4]5=[CH:3][CH:2]=[N:1][N:10]5[CH2:9][C:8]=4[CH:11]=2)([Br:38])[C:33]3=[O:39])=[O:30])=[CH:25][CH:24]=1)([O-:22])=[O:21]. The yield is 0.540. (4) The reactants are [O-]CC.[Na+].[Na].[CH3:6][CH:7]([C:13](=O)[CH3:14])[C:8]([O:10]CC)=O.Cl.[CH:17]1([C:23](=[NH:25])[NH2:24])[CH2:22][CH2:21][CH2:20][CH2:19][CH2:18]1. The catalyst is CCO. The product is [CH:17]1([C:23]2[N:25]=[C:8]([OH:10])[C:7]([CH3:6])=[C:13]([CH3:14])[N:24]=2)[CH2:22][CH2:21][CH2:20][CH2:19][CH2:18]1. The yield is 1.51. (5) The reactants are [CH3:1][C:2]12[C:8]([CH3:10])([CH3:9])[C:5]([C:11]([O:13][CH2:14][C@H:15]3[C@@H:17]([CH2:18][O:19][CH3:20])[C@@:16]3([CH3:35])[C:21]3[CH:30]=[CH:29][C:28]4[C:27]([CH3:32])([CH3:31])[CH2:26][CH2:25][C:24]([CH3:34])([CH3:33])[C:23]=4[CH:22]=3)=[O:12])([CH2:6][CH2:7]1)[O:4][C:3]2=[O:36].CC12C(C)(C)C(C(OC[C@@H]3[C@H](COC)[C@]3(C)C3C=CC4C(C)(C)CCC(C)(C)C=4C=3)=O)(CC1)OC2=O.COCC1[C@@H](CO)C1(C)C1C=CC2C(C)(C)CCC(C)(C)C=2C=1.CCOC(C)=O. The catalyst is CCCCCC. The product is [CH3:1][C:2]12[C:8]([CH3:9])([CH3:10])[C:5]([C:11]([O:13][CH2:14][C@H:15]3[C@H:17]([CH2:18][O:19][CH3:20])[C@@:16]3([CH3:35])[C:21]3[CH:30]=[CH:29][C:28]4[C:27]([CH3:32])([CH3:31])[CH2:26][CH2:25][C:24]([CH3:34])([CH3:33])[C:23]=4[CH:22]=3)=[O:12])([CH2:6][CH2:7]1)[O:4][C:3]2=[O:36]. The yield is 0.360. (6) The product is [Cl:17][C:11]1[C:12]2[C:7](=[CH:6][CH:5]=[C:4]([N+:1]([O-:3])=[O:2])[CH:13]=2)[CH:8]=[CH:9][N:10]=1. The catalyst is C1(C)C=CC=CC=1. The reactants are [N+:1]([C:4]1[CH:13]=[C:12]2[C:7]([CH:8]=[CH:9][N+:10]([O-])=[CH:11]2)=[CH:6][CH:5]=1)([O-:3])=[O:2].P(Cl)(Cl)([Cl:17])=O.C(=O)([O-])O.[Na+]. The yield is 0.140. (7) The reactants are [H-].[Na+].[Br:3][C:4]1[CH:17]=[N:16][C:7]2[NH:8][C:9]3[CH:14]=[N:13][CH:12]=[C:11]([OH:15])[C:10]=3[C:6]=2[CH:5]=1.Cl[C:19]([O:21][CH2:22][C:23]1[CH:28]=[CH:27][CH:26]=[CH:25][CH:24]=1)=[O:20]. The catalyst is CN(C=O)C. The product is [CH2:22]([O:21][C:19]([N:8]1[C:9]2[CH:14]=[N:13][CH:12]=[C:11]([OH:15])[C:10]=2[C:6]2[CH:5]=[C:4]([Br:3])[CH:17]=[N:16][C:7]1=2)=[O:20])[C:23]1[CH:28]=[CH:27][CH:26]=[CH:25][CH:24]=1. The yield is 0.170.